This data is from Forward reaction prediction with 1.9M reactions from USPTO patents (1976-2016). The task is: Predict the product of the given reaction. (1) Given the reactants [CH:1]1([C:4]([N:6]2[CH2:11][CH2:10][N:9]([C:12]([C:14]3[CH:21]=[CH:20][C:17](C=O)=[CH:16][CH:15]=3)=[O:13])[CH2:8][CH2:7]2)=[O:5])[CH2:3][CH2:2]1.[CH:22](=[N:29]/[C:30]1[CH:38]=[CH:37][CH:36]=C2C=1COC2=O)\[C:23]1[CH:28]=[CH:27][CH:26]=[CH:25][CH:24]=1.[CH3:40][O-:41].[Na+].[CH3:43]O.[C:45]([O:49][CH2:50]C)(=[O:48])[CH2:46][CH3:47], predict the reaction product. The product is: [CH:1]1([C:4]([N:6]2[CH2:7][CH2:8][N:9]([C:12]([C:14]3[CH:15]=[CH:16][C:17]([CH:43]4[C:40](=[O:41])[C:47]5[C:46]([C:45]([O:49][CH3:50])=[O:48])=[CH:36][CH:37]=[CH:38][C:30]=5[NH:29][CH:22]4[C:23]4[CH:24]=[CH:25][CH:26]=[CH:27][CH:28]=4)=[CH:20][CH:21]=3)=[O:13])[CH2:10][CH2:11]2)=[O:5])[CH2:3][CH2:2]1. (2) The product is: [CH3:1][O:2][CH2:3][CH2:4][CH2:5][O:6][C:7]1[CH:8]=[C:9]([CH:29]=[CH:30][C:31]=1[O:32][CH3:33])[CH2:10][C@H:11]([CH:26]([CH3:28])[CH3:27])[CH2:12][C@H:13]([NH:18][C:19](=[O:25])[O:20][C:21]([CH3:24])([CH3:23])[CH3:22])[C@@H:14]([OH:17])[CH2:15][NH:16][C:49]([CH:43]1[CH2:48][CH2:47][CH2:46][CH2:45][CH2:44]1)=[O:50]. Given the reactants [CH3:1][O:2][CH2:3][CH2:4][CH2:5][O:6][C:7]1[CH:8]=[C:9]([CH:29]=[CH:30][C:31]=1[O:32][CH3:33])[CH2:10][C@H:11]([CH:26]([CH3:28])[CH3:27])[CH2:12][C@H:13]([NH:18][C:19](=[O:25])[O:20][C:21]([CH3:24])([CH3:23])[CH3:22])[C@@H:14]([OH:17])[CH2:15][NH2:16].C(N(C(C)C)CC)(C)C.[CH:43]1([C:49](O)=[O:50])[CH2:48][CH2:47][CH2:46][CH2:45][CH2:44]1.F[P-](F)(F)(F)(F)F.N1(OC(N(C)C)=[N+](C)C)C2C=CC=CC=2N=N1.C1C=CC2N(O)N=NC=2C=1, predict the reaction product. (3) Given the reactants [H-].[Na+].[CH3:3][C:4]1[CH:5]=[C:6]([C:13]#[N:14])[C:7]2[CH:8]=[CH:9][NH:10][C:11]=2[CH:12]=1.Cl[C:16]1[C:21]([CH:22]([CH3:24])[CH3:23])=[C:20]([O:25][CH3:26])[N:19]=[C:18]([O:27][CH3:28])[N:17]=1, predict the reaction product. The product is: [CH:22]([C:21]1[C:16]([N:10]2[C:11]3[CH:12]=[C:4]([CH3:3])[CH:5]=[C:6]([C:13]#[N:14])[C:7]=3[CH:8]=[CH:9]2)=[N:17][C:18]([O:27][CH3:28])=[N:19][C:20]=1[O:25][CH3:26])([CH3:24])[CH3:23].